This data is from Full USPTO retrosynthesis dataset with 1.9M reactions from patents (1976-2016). The task is: Predict the reactants needed to synthesize the given product. (1) Given the product [Br:1][C:2]1[CH:3]=[C:4]([NH:10][C@H:11]([C:15]2[CH:20]=[CH:19][CH:18]=[CH:17][CH:16]=2)[C:12]([NH2:27])=[O:13])[CH:5]=[CH:6][C:7]=1[C:8]#[N:9], predict the reactants needed to synthesize it. The reactants are: [Br:1][C:2]1[CH:3]=[C:4]([NH:10][C@H:11]([C:15]2[CH:20]=[CH:19][CH:18]=[CH:17][CH:16]=2)[C:12](O)=[O:13])[CH:5]=[CH:6][C:7]=1[C:8]#[N:9].C1C=C2[N:27]=NN(O)C2=CC=1.O.C(Cl)CCl.[NH4+].[OH-]. (2) Given the product [CH2:23]([N:25]([CH2:26][C:27]1[S:28][CH:29]=[CH:30][N:31]=1)[C:19](=[O:20])[CH2:18][N:10]([S:7]([C:2]1[C:1]([CH3:22])=[CH:6][CH:5]=[CH:4][CH:3]=1)(=[O:8])=[O:9])[C:11]1[CH:12]=[CH:13][C:14]([CH3:17])=[CH:15][CH:16]=1)[CH3:24], predict the reactants needed to synthesize it. The reactants are: [C:1]1([CH3:22])[C:2]([S:7]([N:10]([CH2:18][C:19](O)=[O:20])[C:11]2[CH:16]=[CH:15][C:14]([CH3:17])=[CH:13][CH:12]=2)(=[O:9])=[O:8])=[CH:3][CH:4]=[CH:5][CH:6]=1.[CH2:23]([NH:25][CH2:26][C:27]1[S:28][CH:29]=[CH:30][N:31]=1)[CH3:24]. (3) Given the product [CH3:23][O:22][C:20]([C@H:12]1[C@H:11]([C:8]2[CH:9]=[CH:10][C:5]([C:25]3[N:30]=[CH:29][CH:28]=[CH:27][N:26]=3)=[CH:6][CH:7]=2)[C@H:13]1[C:14]1[CH:19]=[CH:18][CH:17]=[CH:16][CH:15]=1)=[O:21], predict the reactants needed to synthesize it. The reactants are: B([O-])[O-].Br[C:5]1[CH:10]=[CH:9][C:8]([C@@H:11]2[C@@H:13]([C:14]3[CH:19]=[CH:18][CH:17]=[CH:16][CH:15]=3)[C@H:12]2[C:20]([O:22][CH3:23])=[O:21])=[CH:7][CH:6]=1.Cl[C:25]1[N:30]=[CH:29][CH:28]=[CH:27][N:26]=1.